Dataset: hERG potassium channel inhibition data for cardiac toxicity prediction from Karim et al.. Task: Regression/Classification. Given a drug SMILES string, predict its toxicity properties. Task type varies by dataset: regression for continuous values (e.g., LD50, hERG inhibition percentage) or binary classification for toxic/non-toxic outcomes (e.g., AMES mutagenicity, cardiotoxicity, hepatotoxicity). Dataset: herg_karim. (1) The compound is FC(F)(F)Oc1cccc(-c2ncccc2CC(c2cccnc2)c2cccnc2)c1. The result is 0 (non-blocker). (2) The molecule is COc1cc(C=Cc2nc3cc(Br)ccc3c(=O)[nH]2)ccc1-n1cnc(C)c1. The result is 0 (non-blocker). (3) The compound is Fc1ccc(C(OC2CC3CCC(C2)N3CCN2CCCCC2)c2ccc(F)cc2)cc1. The result is 1 (blocker). (4) The drug is CC(=O)c1cccc(-c2cccc(-n3cc(C(=O)Nc4c(Cl)cncc4Cl)c(=O)c4cccnc43)c2)c1. The result is 1 (blocker). (5) The molecule is CS(=O)(=O)c1ccc(-c2cnc3ccc(-c4cccc(S(=O)(=O)C5CC5)c4)nn23)cc1. The result is 1 (blocker). (6) The molecule is O=C(Nc1cc(Cl)ccc1Cl)NS(=O)(=O)c1ccc(OCCCCN2CCCC2)cc1. The result is 0 (non-blocker). (7) The result is 1 (blocker). The drug is COCCS(=O)(=O)c1ccc(-c2ccc(CCN3CCC[C@H]3C)cc2)cc1.